From a dataset of Forward reaction prediction with 1.9M reactions from USPTO patents (1976-2016). Predict the product of the given reaction. (1) Given the reactants [CH3:1][O:2][C:3](=[O:27])[C:4]1[CH:9]=[CH:8][C:7]([S:10](=[O:25])(=[O:24])[NH:11][C@H:12]([C:21](=[O:23])[NH2:22])[CH2:13][C:14]([O:16][C:17]([CH3:20])([CH3:19])[CH3:18])=[O:15])=[C:6]([OH:26])[CH:5]=1.C1(O)C=CC=CC=1.[N:35]1[C:44]2[C:39](=[C:40]([CH2:45][CH2:46]O)[CH:41]=[CH:42][CH:43]=2)[CH:38]=[CH:37][CH:36]=1.C1(P(C2C=CC=CC=2)C2C=CC=CC=2)C=CC=CC=1.N(C(OCC)=O)=NC(OCC)=O, predict the reaction product. The product is: [CH3:1][O:2][C:3](=[O:27])[C:4]1[CH:9]=[CH:8][C:7]([S:10](=[O:24])(=[O:25])[NH:11][C@H:12]([C:21](=[O:23])[NH2:22])[CH2:13][C:14]([O:16][C:17]([CH3:20])([CH3:19])[CH3:18])=[O:15])=[C:6]([O:26][CH2:46][CH2:45][C:40]2[CH:41]=[CH:42][CH:43]=[C:44]3[C:39]=2[CH:38]=[CH:37][CH:36]=[N:35]3)[CH:5]=1. (2) Given the reactants [OH:1][C:2]1[CH:3]=[CH:4][C:5]2[N:6]([N:8]=[CH:9][C:10]=2[C:11]([O:13][CH3:14])=[O:12])[CH:7]=1.C(=O)([O-])[O-].[K+].[K+].[Cl:21][C:22]1[CH:27]=[C:26]([N+:28]([O-:30])=[O:29])[CH:25]=[CH:24][C:23]=1F, predict the reaction product. The product is: [Cl:21][C:22]1[CH:27]=[C:26]([N+:28]([O-:30])=[O:29])[CH:25]=[CH:24][C:23]=1[O:1][C:2]1[CH:3]=[CH:4][C:5]2[N:6]([N:8]=[CH:9][C:10]=2[C:11]([O:13][CH3:14])=[O:12])[CH:7]=1.